Dataset: Peptide-MHC class I binding affinity with 185,985 pairs from IEDB/IMGT. Task: Regression. Given a peptide amino acid sequence and an MHC pseudo amino acid sequence, predict their binding affinity value. This is MHC class I binding data. (1) The peptide sequence is LLLNTRQLK. The MHC is HLA-A31:01 with pseudo-sequence HLA-A31:01. The binding affinity (normalized) is 0.645. (2) The peptide sequence is FTSCELYHY. The MHC is Patr-B0101 with pseudo-sequence Patr-B0101. The binding affinity (normalized) is 0.120. (3) The peptide sequence is ILNNQHGTM. The MHC is Patr-A0701 with pseudo-sequence Patr-A0701. The binding affinity (normalized) is 0. (4) The peptide sequence is ETHDRGFAM. The MHC is BoLA-T2b with pseudo-sequence BoLA-T2b. The binding affinity (normalized) is 0.0641. (5) The peptide sequence is SMFERDFHF. The MHC is HLA-C04:01 with pseudo-sequence HLA-C04:01. The binding affinity (normalized) is 0.213. (6) The peptide sequence is RSCPRLTIL. The MHC is HLA-C15:02 with pseudo-sequence HLA-C15:02. The binding affinity (normalized) is 0.457. (7) The peptide sequence is EMRFAYICT. The MHC is HLA-A26:01 with pseudo-sequence HLA-A26:01. The binding affinity (normalized) is 0.0847. (8) The peptide sequence is LVCFPSTQR. The MHC is HLA-A11:01 with pseudo-sequence HLA-A11:01. The binding affinity (normalized) is 0.658. (9) The peptide sequence is SEILRTLGF. The MHC is HLA-B18:01 with pseudo-sequence HLA-B18:01. The binding affinity (normalized) is 0.561.